Dataset: Forward reaction prediction with 1.9M reactions from USPTO patents (1976-2016). Task: Predict the product of the given reaction. The product is: [CH3:10][C:11]1([CH3:36])[O:24][C:14]2([CH2:25][NH:26][C:27]([CH:29]3[CH2:30][CH2:31][CH:32]([NH:35][CH2:38][C:39]([N:41]4[CH2:45][CH2:44][CH2:43][CH:42]4[C:46]#[N:47])=[O:40])[CH2:33][CH2:34]3)=[O:28])[O:15][CH2:16][CH:17]3[O:21][C:20]([CH3:22])([CH3:23])[O:19][CH:18]3[CH:13]2[O:12]1. Given the reactants C(N(CC)C(C)C)(C)C.[CH3:10][C:11]1([CH3:36])[O:24][C:14]2([CH2:25][NH:26][C:27]([CH:29]3[CH2:34][CH2:33][CH:32]([NH2:35])[CH2:31][CH2:30]3)=[O:28])[O:15][CH2:16][CH:17]3[O:21][C:20]([CH3:23])([CH3:22])[O:19][CH:18]3[CH:13]2[O:12]1.Cl[CH2:38][C:39]([N:41]1[CH2:45][CH2:44][CH2:43][C@H:42]1[C:46]#[N:47])=[O:40], predict the reaction product.